Predict the reactants needed to synthesize the given product. From a dataset of Full USPTO retrosynthesis dataset with 1.9M reactions from patents (1976-2016). (1) Given the product [Cl:17][C:14]1[CH:15]=[C:16]2[C:11](=[CH:12][CH:13]=1)[NH:10][C:9](=[O:18])[C:8]2=[CH:7][C:5]1[O:6][C:2]([C:21]2[CH:22]=[C:23]([CH:24]=[CH:25][C:20]=2[F:19])[C:26]([O:28][CH3:29])=[O:27])=[CH:3][CH:4]=1, predict the reactants needed to synthesize it. The reactants are: Br[C:2]1[O:6][C:5]([CH:7]=[C:8]2[C:16]3[C:11](=[CH:12][CH:13]=[C:14]([Cl:17])[CH:15]=3)[NH:10][C:9]2=[O:18])=[CH:4][CH:3]=1.[F:19][C:20]1[CH:25]=[CH:24][C:23]([C:26]([O:28][CH3:29])=[O:27])=[CH:22][C:21]=1B(O)O.C([O-])([O-])=O.[Cs+].[Cs+].O. (2) Given the product [CH3:1][O:2][C:3](=[O:13])[NH:4][C:5]1[CH:10]=[C:9]([C:16]2[CH:15]=[N:14][CH:19]=[CH:18][CH:17]=2)[CH:8]=[C:7]([Br:12])[CH:6]=1, predict the reactants needed to synthesize it. The reactants are: [CH3:1][O:2][C:3](=[O:13])[NH:4][C:5]1[CH:10]=[C:9](I)[CH:8]=[C:7]([Br:12])[CH:6]=1.[N:14]1[CH:19]=[CH:18][CH:17]=[C:16](B(O)O)[CH:15]=1.C(=O)([O-])[O-].[K+].[K+]. (3) Given the product [OH:1][C:2]1[C:3]([CH3:18])=[C:4]2[C:9](=[C:10]([CH3:13])[C:11]=1[CH3:12])[O:8][C:7]([CH3:17])([C:14]([N:21]([CH3:22])[CH3:20])=[O:15])[CH2:6][CH2:5]2, predict the reactants needed to synthesize it. The reactants are: [OH:1][C:2]1[C:3]([CH3:18])=[C:4]2[C:9](=[C:10]([CH3:13])[C:11]=1[CH3:12])[O:8][C:7]([CH3:17])([C:14](O)=[O:15])[CH2:6][CH2:5]2.C1N=[CH:22][N:21](C(N2C=NC=C2)=O)[CH:20]=1.CNC.C1COCC1. (4) Given the product [CH2:21]([O:20][CH:19]([O:23][CH2:24][CH3:25])[CH2:18][O:16][C@H:12]([CH2:13][CH:14]=[CH2:15])[CH2:11][O:10][CH2:3][C:4]1[CH:9]=[CH:8][CH:7]=[CH:6][CH:5]=1)[CH3:22], predict the reactants needed to synthesize it. The reactants are: [H-].[Na+].[CH2:3]([O:10][CH2:11][C@H:12]([OH:16])[CH2:13][CH:14]=[CH2:15])[C:4]1[CH:9]=[CH:8][CH:7]=[CH:6][CH:5]=1.Br[CH2:18][CH:19]([O:23][CH2:24][CH3:25])[O:20][CH2:21][CH3:22].